The task is: Predict the reactants needed to synthesize the given product.. This data is from Full USPTO retrosynthesis dataset with 1.9M reactions from patents (1976-2016). (1) Given the product [F:17][C:11]1[CH:12]=[CH:13][CH:14]=[C:15]([F:16])[C:10]=1[C:8]([NH:7][C:5]1[S:6][C:2]([C:27]2[C:19]([CH3:18])=[CH:20][C:21]3[O:38][CH:24]=[N:23][C:22]=3[CH:26]=2)=[CH:3][N:4]=1)=[O:9], predict the reactants needed to synthesize it. The reactants are: Br[C:2]1[S:6][C:5]([NH:7][C:8]([C:10]2[C:15]([F:16])=[CH:14][CH:13]=[CH:12][C:11]=2[F:17])=[O:9])=[N:4][CH:3]=1.[CH3:18][C:19]1[C:27](B2OC(C)(C)C(C)(C)O2)=[CH:26][C:22]2[N:23]=[CH:24]S[C:21]=2[CH:20]=1.C(=O)([O-])[O-:38].[Na+].[Na+].CC(=O)OCC.[Cl-].[Na+].O. (2) Given the product [CH3:18][S:19]([O:1][CH2:2][C@@H:3]([NH:10][C:11]([O:12][C:13]([CH3:14])([CH3:16])[CH3:15])=[O:17])[C:4]1[CH:9]=[CH:8][CH:7]=[CH:6][CH:5]=1)(=[O:21])=[O:20], predict the reactants needed to synthesize it. The reactants are: [OH:1][CH2:2][C@@H:3]([NH:10][C:11](=[O:17])[O:12][C:13]([CH3:16])([CH3:15])[CH3:14])[C:4]1[CH:9]=[CH:8][CH:7]=[CH:6][CH:5]=1.[CH3:18][S:19](Cl)(=[O:21])=[O:20]. (3) Given the product [Cl:1][C:2]1[CH:3]=[C:4]([C:12]2[S:16][C:15]([C:17]3[C:18]([CH2:26][CH3:27])=[C:19]([CH2:23][CH2:24][N:28]4[CH2:32][CH2:31][CH:30]([C:33]([OH:35])=[O:34])[CH2:29]4)[CH:20]=[CH:21][CH:22]=3)=[N:14][N:13]=2)[CH:5]=[CH:6][C:7]=1[O:8][CH:9]([CH3:11])[CH3:10], predict the reactants needed to synthesize it. The reactants are: [Cl:1][C:2]1[CH:3]=[C:4]([C:12]2[S:16][C:15]([C:17]3[C:18]([CH2:26][CH3:27])=[C:19]([CH2:23][CH:24]=O)[CH:20]=[CH:21][CH:22]=3)=[N:14][N:13]=2)[CH:5]=[CH:6][C:7]=1[O:8][CH:9]([CH3:11])[CH3:10].[NH:28]1[CH2:32][CH2:31][CH:30]([C:33]([OH:35])=[O:34])[CH2:29]1.CC(O)=O.C(O[BH-](OC(=O)C)OC(=O)C)(=O)C.[Na+]. (4) Given the product [ClH:1].[OH:2][C@H:3]([C:24]1[CH:33]=[CH:32][C:27]2[C:28](=[O:31])[O:29][CH2:30][C:26]=2[C:25]=1[CH3:34])[CH2:4][N:53]1[CH2:54][CH2:55][C:48]2([C:47](=[O:56])[N:46]([C:43]3[CH:44]=[CH:45][C:40]([S:37]([CH3:36])(=[O:38])=[O:39])=[CH:41][CH:42]=3)[CH2:50][CH2:49]2)[CH2:51][CH2:52]1, predict the reactants needed to synthesize it. The reactants are: [ClH:1].[OH:2][C@H:3]([C:24]1[CH:33]=[CH:32][C:27]2[C:28](=[O:31])[O:29][CH2:30][C:26]=2[C:25]=1[CH3:34])[CH2:4]N1CCC2(CN(C3SC(S(C)(=O)=O)=NN=3)CC2)CC1.Cl.[CH3:36][S:37]([C:40]1[CH:45]=[CH:44][C:43]([N:46]2[CH2:50][CH2:49][C:48]3([CH2:55][CH2:54][NH:53][CH2:52][CH2:51]3)[C:47]2=[O:56])=[CH:42][CH:41]=1)(=[O:39])=[O:38].CC1C([C@@H]2CO2)=CC=C2C=1COC2=O. (5) Given the product [Cl:21][C:22]1[C:27]([N:18]2[CH2:19][CH2:20][C@@H:16]([NH:15][C@@H:13]([C:3]3[C:12]4[C:7](=[CH:8][CH:9]=[CH:10][CH:11]=4)[CH:6]=[CH:5][CH:4]=3)[CH3:14])[CH2:17]2)=[N:26][CH:25]=[CH:24][N:23]=1, predict the reactants needed to synthesize it. The reactants are: Cl.Cl.[C:3]1([C@H:13]([NH:15][C@@H:16]2[CH2:20][CH2:19][NH:18][CH2:17]2)[CH3:14])[C:12]2[C:7](=[CH:8][CH:9]=[CH:10][CH:11]=2)[CH:6]=[CH:5][CH:4]=1.[Cl:21][C:22]1[C:27](Cl)=[N:26][CH:25]=[CH:24][N:23]=1.C(=O)([O-])[O-].[K+].[K+]. (6) Given the product [CH3:63][O:62][C:61](=[O:64])[NH:60][C@@H:51]1[CH:50]2[C:49](=[O:65])[CH2:48][C@H:47]([C:45]3[NH:46][C:42]([C:39]4[CH:38]=[CH:37][C:36]([C:17]5[CH:16]=[CH:15][C:13]6[N:14]=[C:10]([C@@H:6]7[CH2:7][CH2:8][CH2:9][N:5]7[C:4](=[O:28])[C@@H:3]([NH:29][C:30]([O:31][CH3:32])=[O:33])[CH:2]([CH3:34])[CH3:1])[NH:11][C:12]=6[CH:18]=5)=[CH:41][CH:40]=4)=[CH:43][N:44]=3)[CH2:59][N:57]3[C:58]2=[C:54]([CH:55]=[CH:56]3)[CH2:53][CH2:52]1, predict the reactants needed to synthesize it. The reactants are: [CH3:1][CH:2]([CH3:34])[C@H:3]([NH:29][C:30](=[O:33])[O:31][CH3:32])[C:4](=[O:28])[N:5]1[CH2:9][CH2:8][CH2:7][C@H:6]1[C:10]1[NH:14][C:13]2[CH:15]=[CH:16][C:17](B3OC(C)(C)C(C)(C)O3)=[CH:18][C:12]=2[N:11]=1.Br[C:36]1[CH:41]=[CH:40][C:39]([C:42]2[NH:46][C:45]([C@@H:47]3[CH2:59][N:57]4[C:58]5[CH:50]([C@@H:51]([NH:60][C:61](=[O:64])[O:62][CH3:63])[CH2:52][CH2:53][C:54]=5[CH:55]=[CH:56]4)[C:49](=[O:65])[CH2:48]3)=[N:44][CH:43]=2)=[CH:38][CH:37]=1.C(=O)(O)[O-].[Na+].